This data is from Reaction yield outcomes from USPTO patents with 853,638 reactions. The task is: Predict the reaction yield, written as a fraction of the theoretical maximum amount of product (1.0 means a 100% yield; for example, 0.34 means a 34% yield). (1) The reactants are [CH3:1][O:2][C:3](=[O:20])[C:4]1[C:9](B2OC(C)(C)C(C)(C)O2)=[CH:8][CH:7]=[CH:6][C:5]=1[F:19].Cl[C:22]1[N:27]=[CH:26][CH:25]=[CH:24][N:23]=1.C(=O)([O-])[O-].[Na+].[Na+]. The catalyst is O.CC(OC)(C)C. The product is [CH3:1][O:2][C:3](=[O:20])[C:4]1[C:9]([C:22]2[N:27]=[CH:26][CH:25]=[CH:24][N:23]=2)=[CH:8][CH:7]=[CH:6][C:5]=1[F:19]. The yield is 0.300. (2) The reactants are [NH2:1][C:2](=[O:40])[CH2:3][C:4]1[CH:39]=[CH:38][CH:37]=[CH:36][C:5]=1[CH2:6][CH2:7][C:8]1[C:13]([C:14]([F:17])([F:16])[F:15])=[CH:12][N:11]=[C:10]([NH:18][C:19]2[CH:24]=[CH:23][C:22]([CH:25]3[CH2:28][N:27](C(OC(C)(C)C)=O)[CH2:26]3)=[CH:21][CH:20]=2)[N:9]=1.FC(F)(F)C(O)=O. The catalyst is C(Cl)Cl. The product is [NH:27]1[CH2:28][CH:25]([C:22]2[CH:23]=[CH:24][C:19]([NH:18][C:10]3[N:9]=[C:8]([CH2:7][CH2:6][C:5]4[CH:36]=[CH:37][CH:38]=[CH:39][C:4]=4[CH2:3][C:2]([NH2:1])=[O:40])[C:13]([C:14]([F:16])([F:15])[F:17])=[CH:12][N:11]=3)=[CH:20][CH:21]=2)[CH2:26]1. The yield is 0.990. (3) The reactants are [CH3:1][C:2]1[CH:6]=[C:5]([CH3:7])[N:4]([CH2:8][OH:9])[N:3]=1.[H-].[Na+].[C:12]([C:16]1[CH:25]=[CH:24][C:19]([CH2:20][N:21]=[C:22]=[S:23])=[CH:18][CH:17]=1)([CH3:15])([CH3:14])[CH3:13]. The catalyst is O1CCCC1. The product is [CH3:1][C:2]1[CH:6]=[C:5]([CH3:7])[N:4]([CH2:8][O:9][C:22](=[S:23])[NH:21][CH2:20][C:19]2[CH:24]=[CH:25][C:16]([C:12]([CH3:14])([CH3:13])[CH3:15])=[CH:17][CH:18]=2)[N:3]=1. The yield is 0.480. (4) The reactants are Br[C:2]1[CH:3]=[C:4]([NH:10][C:11]2[CH:16]=[N:15][CH:14]=[CH:13][N:12]=2)[C:5](=[O:9])[N:6]([CH3:8])[CH:7]=1.[B:17]1([B:17]2[O:21][C:20]([CH3:23])([CH3:22])[C:19]([CH3:25])([CH3:24])[O:18]2)[O:21][C:20]([CH3:23])([CH3:22])[C:19]([CH3:25])([CH3:24])[O:18]1.CC(C1C=C(C(C)C)C(C2C=CC=CC=2P(C2CCCCC2)C2CCCCC2)=C(C(C)C)C=1)C.C([O-])(=O)C.[K+]. The catalyst is C1C=CC(/C=C/C(/C=C/C2C=CC=CC=2)=O)=CC=1.C1C=CC(/C=C/C(/C=C/C2C=CC=CC=2)=O)=CC=1.C1C=CC(/C=C/C(/C=C/C2C=CC=CC=2)=O)=CC=1.[Pd].[Pd].O1CCOCC1. The product is [CH3:8][N:6]1[CH:7]=[C:2]([B:17]2[O:21][C:20]([CH3:23])([CH3:22])[C:19]([CH3:25])([CH3:24])[O:18]2)[CH:3]=[C:4]([NH:10][C:11]2[CH:16]=[N:15][CH:14]=[CH:13][N:12]=2)[C:5]1=[O:9]. The yield is 0.900. (5) The reactants are [CH:1]([O:4][C:5]1[CH:6]=[C:7]([C:11]23[CH2:20][CH:15]([CH2:16][CH:17]([NH2:19])[CH2:18]2)[N:14]([CH3:21])[CH2:13][CH:12]3[CH3:22])[CH:8]=[CH:9][CH:10]=1)([CH3:3])[CH3:2].[C:23]1(=O)[O:28][C:26](=[O:27])[C:25]2=[CH:29][CH:30]=[CH:31][CH:32]=[C:24]12. The catalyst is C1(C)C=CC=CC=1.C(OCC)(=O)C. The product is [CH:1]([O:4][C:5]1[CH:6]=[C:7]([C:11]23[CH2:20][CH:15]([CH2:16][CH:17]([N:19]4[C:26](=[O:27])[C:25]5[C:24](=[CH:32][CH:31]=[CH:30][CH:29]=5)[C:23]4=[O:28])[CH2:18]2)[N:14]([CH3:21])[CH2:13][CH:12]3[CH3:22])[CH:8]=[CH:9][CH:10]=1)([CH3:3])[CH3:2]. The yield is 0.620. (6) The reactants are [O:1]1CCO[CH:2]1[C:6]1[CH:11]=[CH:10][C:9]([C:12](=[O:24])[CH2:13][C:14]2[CH:19]=[CH:18][CH:17]=[C:16]([C:20]([F:23])([F:22])[F:21])[CH:15]=2)=[CH:8][CH:7]=1.Cl.CCOC(C)=O. The catalyst is C1COCC1. The product is [F:21][C:20]([F:22])([F:23])[C:16]1[CH:15]=[C:14]([CH2:13][C:12]([C:9]2[CH:8]=[CH:7][C:6]([CH:2]=[O:1])=[CH:11][CH:10]=2)=[O:24])[CH:19]=[CH:18][CH:17]=1. The yield is 0.300. (7) The reactants are [Cl:1][C:2]1[CH:7]=[CH:6][CH:5]=[C:4]([N+:8]([O-:10])=[O:9])[C:3]=1Cl.[C:12]([O:16][C:17]([N:19]1[CH2:24][CH2:23][NH:22][CH2:21][CH2:20]1)=[O:18])([CH3:15])([CH3:14])[CH3:13].C([O-])([O-])=O.[K+].[K+]. The catalyst is C(#N)C. The product is [C:12]([O:16][C:17]([N:19]1[CH2:24][CH2:23][N:22]([C:3]2[C:4]([N+:8]([O-:10])=[O:9])=[CH:5][CH:6]=[CH:7][C:2]=2[Cl:1])[CH2:21][CH2:20]1)=[O:18])([CH3:15])([CH3:13])[CH3:14]. The yield is 0.700.